From a dataset of Full USPTO retrosynthesis dataset with 1.9M reactions from patents (1976-2016). Predict the reactants needed to synthesize the given product. (1) Given the product [Br:1][C:2]1[CH:3]=[CH:4][C:5]2[N:6]([C:8]([C:19]3[CH:20]=[CH:21][C:16]([S:13]([CH3:12])(=[O:15])=[O:14])=[CH:17][CH:18]=3)=[CH:9][N:10]=2)[CH:7]=1, predict the reactants needed to synthesize it. The reactants are: [Br:1][C:2]1[CH:3]=[CH:4][C:5]2[N:6]([C:8](I)=[CH:9][N:10]=2)[CH:7]=1.[CH3:12][S:13]([C:16]1[CH:21]=[CH:20][C:19](B(O)O)=[CH:18][CH:17]=1)(=[O:15])=[O:14]. (2) Given the product [F:1][C:2]1[CH:7]=[CH:6][C:5]([C:20]2[N:24]3[N:25]=[CH:26][C:27]([C:29]([F:30])([F:31])[F:32])=[N:28][C:23]3=[N:22][CH:21]=2)=[CH:4][C:3]=1[O:17][CH3:18], predict the reactants needed to synthesize it. The reactants are: [F:1][C:2]1[CH:7]=[CH:6][C:5](B2OC(C)(C)C(C)(C)O2)=[CH:4][C:3]=1[O:17][CH3:18].Br[C:20]1[N:24]2[N:25]=[CH:26][C:27]([C:29]([F:32])([F:31])[F:30])=[N:28][C:23]2=[N:22][CH:21]=1.C([O-])(O)=O.[Na+]. (3) Given the product [CH2:1]([C:3]1([C:8]2[CH:13]=[CH:12][C:11]([C:14]3[C:19]([CH3:20])=[CH:18][CH:17]=[C:16]([CH2:21][CH2:22][C:23]4[CH:24]=[C:25]([C:33]([O:35][CH3:36])=[O:34])[C:26](=[CH:31][CH:32]=4)[C:27]([O:29][CH3:30])=[O:28])[CH:15]=3)=[C:10]([CH2:37][CH2:38][CH3:39])[CH:9]=2)[O:4][CH2:5][CH2:6][O:7]1)[CH3:2], predict the reactants needed to synthesize it. The reactants are: [CH2:1]([C:3]1([C:8]2[CH:13]=[CH:12][C:11]([C:14]3[C:19]([CH3:20])=[CH:18][CH:17]=[C:16](/[CH:21]=[CH:22]\[C:23]4[CH:24]=[C:25]([C:33]([O:35][CH3:36])=[O:34])[C:26](=[CH:31][CH:32]=4)[C:27]([O:29][CH3:30])=[O:28])[CH:15]=3)=[C:10]([CH2:37][CH2:38][CH3:39])[CH:9]=2)[O:7][CH2:6][CH2:5][O:4]1)[CH3:2].C(OCC)(=O)C.C(N(CC)CC)C. (4) Given the product [F:1][C:2]([O:33][C:31](=[O:32])[CH3:30])([F:4])[F:3].[CH2:40]([O:39][C:14]1[CH:15]=[C:16]([CH2:18][N:19]2[CH2:38][CH2:37][C:22]3([CH2:26][N:25]([C:27]4[CH:28]=[CH:29][C:30]([C:31]([NH2:50])=[O:33])=[CH:34][CH:35]=4)[C:24](=[O:36])[CH2:23]3)[CH2:21][CH2:20]2)[CH:17]=[C:12]([O:11][CH2:9][CH3:10])[C:13]=1[C:42]1[CH:47]=[CH:46][C:45]([F:48])=[CH:44][CH:43]=1)[CH3:41], predict the reactants needed to synthesize it. The reactants are: [F:1][C:2](CC(O)=O)([F:4])[F:3].[CH2:9]([O:11][C:12]1[CH:17]=[C:16]([CH2:18][N:19]2[CH2:38][CH2:37][C:22]3([CH2:26][N:25]([C:27]4[CH:35]=[CH:34][C:30]([C:31]([OH:33])=[O:32])=[CH:29][CH:28]=4)[C:24](=[O:36])[CH2:23]3)[CH2:21][CH2:20]2)[CH:15]=[C:14]([O:39][CH2:40][CH3:41])[C:13]=1[C:42]1[CH:47]=[CH:46][C:45]([F:48])=[CH:44][CH:43]=1)[CH3:10].C[N:50]([P+](ON1N=NC2C=CC=CC1=2)(N(C)C)N(C)C)C.F[P-](F)(F)(F)(F)F. (5) Given the product [N:37]1([S:34]([CH2:33][CH2:32][CH2:31][O:1][C:2]2[CH:3]=[CH:4][C:5]3[C:6]4[N:7]([CH2:21][CH2:22][N:23]=4)[C:8]([NH:12][C:13](=[O:20])[C:14]4[CH:19]=[CH:18][CH:17]=[N:16][CH:15]=4)=[N:9][C:10]=3[CH:11]=2)(=[O:36])=[O:35])[CH2:38][CH2:39][O:40][CH2:41][CH2:42]1, predict the reactants needed to synthesize it. The reactants are: [OH:1][C:2]1[CH:3]=[CH:4][C:5]2[C:6]3[N:7]([CH2:21][CH2:22][N:23]=3)[C:8]([NH:12][C:13](=[O:20])[C:14]3[CH:19]=[CH:18][CH:17]=[N:16][CH:15]=3)=[N:9][C:10]=2[CH:11]=1.C([O-])([O-])=O.[K+].[K+].Cl[CH2:31][CH2:32][CH2:33][S:34]([N:37]1[CH2:42][CH2:41][O:40][CH2:39][CH2:38]1)(=[O:36])=[O:35].O. (6) Given the product [CH2:11]([C:10]1[S:14][CH:2]=[C:3]([C:4]([O:6][CH2:7][CH3:8])=[O:5])[N:13]=1)[CH3:12], predict the reactants needed to synthesize it. The reactants are: Br[CH2:2][C:3](=O)[C:4]([O:6][CH2:7][CH3:8])=[O:5].[C:10](=[S:14])([NH2:13])[CH2:11][CH3:12].ClC1C=CC(CO)=CC=1CCO. (7) Given the product [ClH:34].[CH3:1][C:2]1[CH:11]=[CH:10][C:9]([N:12]2[CH2:17][CH2:16][N:15]([CH3:18])[CH2:14][CH2:13]2)=[C:8]2[C:3]=1[CH2:4][CH2:5][C@@H:6]([NH:19][C:20](=[O:33])[C:21]1[CH:26]=[CH:25][C:24]([N:27]3[CH2:32][CH2:31][O:30][CH2:29][CH2:28]3)=[CH:23][CH:22]=1)[CH2:7]2, predict the reactants needed to synthesize it. The reactants are: [CH3:1][C:2]1[CH:11]=[CH:10][C:9]([N:12]2[CH2:17][CH2:16][N:15]([CH3:18])[CH2:14][CH2:13]2)=[C:8]2[C:3]=1[CH2:4][CH2:5][C@@H:6]([NH:19][C:20](=[O:33])[C:21]1[CH:26]=[CH:25][C:24]([N:27]3[CH2:32][CH2:31][O:30][CH2:29][CH2:28]3)=[CH:23][CH:22]=1)[CH2:7]2.[ClH:34]. (8) Given the product [F:1][C:2]1[CH:7]=[C:6]([F:8])[C:5]([F:9])=[CH:4][C:3]=1[C@H:10]1[CH2:19][CH2:18][C:13]2([O:14][CH2:15][CH2:16][O:17]2)[CH2:12][C@@H:11]1[NH:20][C:21](=[O:30])[O:22][CH2:23][C:24]1[CH:29]=[CH:28][CH:27]=[CH:26][CH:25]=1, predict the reactants needed to synthesize it. The reactants are: [F:1][C:2]1[CH:7]=[C:6]([F:8])[C:5]([F:9])=[CH:4][C:3]=1[CH:10]1[CH2:19][CH2:18][C:13]2([O:17][CH2:16][CH2:15][O:14]2)[CH2:12][CH:11]1[NH:20][C:21](=[O:30])[O:22][CH2:23][C:24]1[CH:29]=[CH:28][CH:27]=[CH:26][CH:25]=1.C(O)(C)C. (9) Given the product [ClH:1].[CH2:2]([O:4][C:5]1[CH:6]=[C:7]([C@@H:13]2[C@H:18]([NH2:19])[CH2:17][CH2:16][S:15][CH2:14]2)[CH:8]=[CH:9][C:10]=1[O:11][CH3:12])[CH3:3], predict the reactants needed to synthesize it. The reactants are: [ClH:1].[CH2:2]([O:4][C:5]1[CH:6]=[C:7]([C@@H:13]2[C@H:18]([NH:19][C@@H](C3C=CC(OC)=CC=3)C)[CH2:17][CH2:16][S:15][CH2:14]2)[CH:8]=[CH:9][C:10]=1[O:11][CH3:12])[CH3:3].FC(F)(F)C(O)=O.